This data is from CYP2C9 inhibition data for predicting drug metabolism from PubChem BioAssay. The task is: Regression/Classification. Given a drug SMILES string, predict its absorption, distribution, metabolism, or excretion properties. Task type varies by dataset: regression for continuous measurements (e.g., permeability, clearance, half-life) or binary classification for categorical outcomes (e.g., BBB penetration, CYP inhibition). Dataset: cyp2c9_veith. (1) The compound is O=C(O)[C@H]1C[C@@H]1[C@H](NP(=O)(c1ccccc1)c1ccccc1)c1ccccc1. The result is 0 (non-inhibitor). (2) The drug is Cc1ccc(-c2ccc(CCC(=O)O)n2CC2CCCO2)cc1. The result is 0 (non-inhibitor).